From a dataset of Peptide-MHC class I binding affinity with 185,985 pairs from IEDB/IMGT. Regression. Given a peptide amino acid sequence and an MHC pseudo amino acid sequence, predict their binding affinity value. This is MHC class I binding data. (1) The peptide sequence is LSIIFGRSY. The MHC is HLA-B39:01 with pseudo-sequence HLA-B39:01. The binding affinity (normalized) is 0.0847. (2) The peptide sequence is FILGIIITV. The MHC is H-2-Db with pseudo-sequence H-2-Db. The binding affinity (normalized) is 0. (3) The peptide sequence is HMYISKKAK. The MHC is HLA-A23:01 with pseudo-sequence HLA-A23:01. The binding affinity (normalized) is 0. (4) The peptide sequence is TIEDDKIVTM. The MHC is HLA-A68:02 with pseudo-sequence HLA-A68:02. The binding affinity (normalized) is 0.0233.